From a dataset of Catalyst prediction with 721,799 reactions and 888 catalyst types from USPTO. Predict which catalyst facilitates the given reaction. (1) Reactant: [C:1]([CH2:3]P(=O)(OCC)OCC)#[N:2].C[Si](C)(C)[N-][Si](C)(C)C.[Li+].O=[C:23]1[CH2:28][CH2:27][N:26]([C:29]([O:31][C:32]([CH3:35])([CH3:34])[CH3:33])=[O:30])[CH2:25][CH2:24]1.[Cl-].[NH4+]. Product: [C:1]([CH:3]=[C:23]1[CH2:28][CH2:27][N:26]([C:29]([O:31][C:32]([CH3:35])([CH3:34])[CH3:33])=[O:30])[CH2:25][CH2:24]1)#[N:2]. The catalyst class is: 7. (2) Reactant: [NH2:1][CH2:2][C:3]1[CH:4]=[C:5]([CH:8]=[C:9]([CH2:11][F:12])[CH:10]=1)[CH2:6][OH:7].N1C=CN=C1.[CH3:18][C:19]([Si:22](Cl)([CH3:24])[CH3:23])([CH3:21])[CH3:20]. Product: [Si:22]([O:7][CH2:6][C:5]1[CH:4]=[C:3]([CH:10]=[C:9]([CH2:11][F:12])[CH:8]=1)[CH2:2][NH2:1])([C:19]([CH3:21])([CH3:20])[CH3:18])([CH3:24])[CH3:23]. The catalyst class is: 3. (3) Reactant: [C:1]1([C:7]2([C:13]3[CH:18]=[CH:17][CH:16]=[CH:15][CH:14]=3)[O:12][CH2:11][CH2:10][NH:9][CH2:8]2)[CH:6]=[CH:5][CH:4]=[CH:3][CH:2]=1.[O:19]=[C:20]1[C:25]([C:32]2[CH:37]=[CH:36][CH:35]=[CH:34][CH:33]=2)([C:26]2[CH:31]=[CH:30][CH:29]=[CH:28][CH:27]=2)[CH2:24][CH2:23][CH2:22][N:21]1[CH2:38][C:39](O)=[O:40].C(N(C(C)C)CC)(C)C. Product: [C:13]1([C:7]2([C:1]3[CH:6]=[CH:5][CH:4]=[CH:3][CH:2]=3)[O:12][CH2:11][CH2:10][N:9]([C:39](=[O:40])[CH2:38][N:21]3[CH2:22][CH2:23][CH2:24][C:25]([C:32]4[CH:37]=[CH:36][CH:35]=[CH:34][CH:33]=4)([C:26]4[CH:31]=[CH:30][CH:29]=[CH:28][CH:27]=4)[C:20]3=[O:19])[CH2:8]2)[CH:14]=[CH:15][CH:16]=[CH:17][CH:18]=1. The catalyst class is: 4.